This data is from NCI-60 drug combinations with 297,098 pairs across 59 cell lines. The task is: Regression. Given two drug SMILES strings and cell line genomic features, predict the synergy score measuring deviation from expected non-interaction effect. (1) Drug 1: C1CC(=O)NC(=O)C1N2CC3=C(C2=O)C=CC=C3N. Drug 2: CC1=C(C(=CC=C1)Cl)NC(=O)C2=CN=C(S2)NC3=CC(=NC(=N3)C)N4CCN(CC4)CCO. Cell line: NCIH23. Synergy scores: CSS=24.4, Synergy_ZIP=-6.85, Synergy_Bliss=-0.847, Synergy_Loewe=-0.252, Synergy_HSA=4.38. (2) Drug 1: CC1C(C(CC(O1)OC2CC(OC(C2O)C)OC3=CC4=CC5=C(C(=O)C(C(C5)C(C(=O)C(C(C)O)O)OC)OC6CC(C(C(O6)C)O)OC7CC(C(C(O7)C)O)OC8CC(C(C(O8)C)O)(C)O)C(=C4C(=C3C)O)O)O)O. Drug 2: COCCOC1=C(C=C2C(=C1)C(=NC=N2)NC3=CC=CC(=C3)C#C)OCCOC.Cl. Cell line: MDA-MB-231. Synergy scores: CSS=34.7, Synergy_ZIP=-0.0593, Synergy_Bliss=-2.05, Synergy_Loewe=-20.0, Synergy_HSA=-1.29. (3) Drug 1: CC1=C2C(C(=O)C3(C(CC4C(C3C(C(C2(C)C)(CC1OC(=O)C(C(C5=CC=CC=C5)NC(=O)OC(C)(C)C)O)O)OC(=O)C6=CC=CC=C6)(CO4)OC(=O)C)O)C)O. Drug 2: CCC1(C2=C(COC1=O)C(=O)N3CC4=CC5=C(C=CC(=C5CN(C)C)O)N=C4C3=C2)O.Cl. Cell line: HCC-2998. Synergy scores: CSS=37.1, Synergy_ZIP=-13.7, Synergy_Bliss=-15.8, Synergy_Loewe=-10.2, Synergy_HSA=-6.34. (4) Drug 1: C1CCC(CC1)NC(=O)N(CCCl)N=O. Drug 2: COC1=NC(=NC2=C1N=CN2C3C(C(C(O3)CO)O)O)N. Cell line: NCI-H322M. Synergy scores: CSS=-0.346, Synergy_ZIP=-0.659, Synergy_Bliss=0.00218, Synergy_Loewe=-2.94, Synergy_HSA=-1.17. (5) Drug 1: C1CC(C1)(C2=CC=C(C=C2)C3=C(C=C4C(=N3)C=CN5C4=NNC5=O)C6=CC=CC=C6)N. Drug 2: COCCOC1=C(C=C2C(=C1)C(=NC=N2)NC3=CC=CC(=C3)C#C)OCCOC. Cell line: HCT116. Synergy scores: CSS=34.6, Synergy_ZIP=2.66, Synergy_Bliss=4.53, Synergy_Loewe=5.56, Synergy_HSA=6.13. (6) Drug 1: CC1=CC=C(C=C1)C2=CC(=NN2C3=CC=C(C=C3)S(=O)(=O)N)C(F)(F)F. Drug 2: CC1CCC2CC(C(=CC=CC=CC(CC(C(=O)C(C(C(=CC(C(=O)CC(OC(=O)C3CCCCN3C(=O)C(=O)C1(O2)O)C(C)CC4CCC(C(C4)OC)OCCO)C)C)O)OC)C)C)C)OC. Cell line: SF-295. Synergy scores: CSS=14.1, Synergy_ZIP=-2.93, Synergy_Bliss=2.19, Synergy_Loewe=-2.07, Synergy_HSA=2.64. (7) Drug 1: CN1C(=O)N2C=NC(=C2N=N1)C(=O)N. Drug 2: CC(C)(C#N)C1=CC(=CC(=C1)CN2C=NC=N2)C(C)(C)C#N. Cell line: MDA-MB-435. Synergy scores: CSS=-4.28, Synergy_ZIP=3.78, Synergy_Bliss=2.76, Synergy_Loewe=-4.22, Synergy_HSA=-2.99. (8) Synergy scores: CSS=32.6, Synergy_ZIP=-6.96, Synergy_Bliss=-3.73, Synergy_Loewe=-20.1, Synergy_HSA=-1.68. Drug 2: CC1C(C(CC(O1)OC2CC(CC3=C2C(=C4C(=C3O)C(=O)C5=C(C4=O)C(=CC=C5)OC)O)(C(=O)CO)O)N)O.Cl. Cell line: SN12C. Drug 1: C1CC(C1)(C(=O)O)C(=O)O.[NH2-].[NH2-].[Pt+2]. (9) Synergy scores: CSS=3.41, Synergy_ZIP=0.963, Synergy_Bliss=2.05, Synergy_Loewe=2.22, Synergy_HSA=0.213. Drug 2: CN(C(=O)NC(C=O)C(C(C(CO)O)O)O)N=O. Cell line: NCI/ADR-RES. Drug 1: CN1C2=C(C=C(C=C2)N(CCCl)CCCl)N=C1CCCC(=O)O.Cl. (10) Drug 2: C1CN1P(=S)(N2CC2)N3CC3. Drug 1: C1CCC(C1)C(CC#N)N2C=C(C=N2)C3=C4C=CNC4=NC=N3. Cell line: MOLT-4. Synergy scores: CSS=44.0, Synergy_ZIP=-4.47, Synergy_Bliss=-4.78, Synergy_Loewe=-22.2, Synergy_HSA=-3.75.